From a dataset of Catalyst prediction with 721,799 reactions and 888 catalyst types from USPTO. Predict which catalyst facilitates the given reaction. (1) Reactant: [C:1]([C:9]1[CH:28]=[CH:27][C:12]([O:13][CH2:14][CH2:15][CH2:16][CH2:17][O:18][C:19]2[CH:26]=[CH:25][C:22]([C:23]#[N:24])=[CH:21][CH:20]=2)=[C:11]([CH3:29])[C:10]=1[OH:30])(=[O:8])[C:2]1[CH:7]=[CH:6][CH:5]=[CH:4][CH:3]=1.C[Si]([N:35]=[N+:36]=[N-:37])(C)C.C([Sn](=O)CCCC)CCC. Product: [OH:30][C:10]1[C:11]([CH3:29])=[C:12]([O:13][CH2:14][CH2:15][CH2:16][CH2:17][O:18][C:19]2[CH:20]=[CH:21][C:22]([C:23]3[N:35]=[N:36][NH:37][N:24]=3)=[CH:25][CH:26]=2)[CH:27]=[CH:28][C:9]=1[C:1]([C:2]1[CH:3]=[CH:4][CH:5]=[CH:6][CH:7]=1)=[O:8]. The catalyst class is: 11. (2) Reactant: [Br:1][C:2]1[CH:7]=[CH:6][C:5]([C@H:8]2[CH2:10][C@H:9]2[C:11]([OH:13])=O)=[CH:4][CH:3]=1.[CH:14]1[N:18]=[CH:17][N:16](C([N:16]2[CH:17]=[N:18][CH:14]=[CH:15]2)=O)[CH:15]=1. Product: [Br:1][C:2]1[CH:3]=[CH:4][C:5]([C@H:8]2[CH2:10][C@H:9]2[C:11]([N:16]2[CH:15]=[CH:14][N:18]=[CH:17]2)=[O:13])=[CH:6][CH:7]=1. The catalyst class is: 11. (3) Reactant: [NH2:1][C:2]1[C:11]2[C:6](=[CH:7][CH:8]=[CH:9][C:10]=2[O:12][CH2:13][C:14]([NH2:17])([CH3:16])[CH3:15])[N:5]=[C:4]([CH3:18])[C:3]=1[C:19]([O:21]CC)=[O:20].[OH-].[Na+].[ClH:26]. Product: [Cl-:26].[NH3+:17][C:14]([CH3:16])([CH3:15])[CH2:13][O:12][C:10]1[CH:9]=[CH:8][CH:7]=[C:6]2[C:11]=1[C:2]([NH3+:1])=[C:3]([C:19]([OH:21])=[O:20])[C:4]([CH3:18])=[N:5]2.[Cl-:26]. The catalyst class is: 88. (4) Reactant: [Cl:1][C:2]1[CH:7]=[CH:6][C:5]([N:8]2[C:16](=[O:17])[C:15]3[N:14]=[CH:13][N:12]([C:18]4[CH:19]=[C:20]([NH:24][S:25]([CH3:28])(=[O:27])=[O:26])[CH:21]=[CH:22][CH:23]=4)[C:11]=3[N:10]=[C:9]2[C:29]2[CH:34]=[CH:33][C:32](B3OC(C)(C)C(C)(C)O3)=[CH:31][CH:30]=2)=[CH:4][CH:3]=1.I[N:45]1[CH:50]=[CH:49][CH:48]=[CH:47][NH:46]1.C(=O)([O-])[O-].[Cs+].[Cs+]. Product: [Cl:1][C:2]1[CH:7]=[CH:6][C:5]([N:8]2[C:16](=[O:17])[C:15]3[N:14]=[CH:13][N:12]([C:18]4[CH:19]=[C:20]([NH:24][S:25]([CH3:28])(=[O:27])=[O:26])[CH:21]=[CH:22][CH:23]=4)[C:11]=3[N:10]=[C:9]2[C:29]2[CH:34]=[CH:33][C:32]([C:50]3[N:45]=[N:46][CH:47]=[CH:48][CH:49]=3)=[CH:31][CH:30]=2)=[CH:4][CH:3]=1. The catalyst class is: 423.